From a dataset of Full USPTO retrosynthesis dataset with 1.9M reactions from patents (1976-2016). Predict the reactants needed to synthesize the given product. (1) The reactants are: [CH2:1]1[CH2:35][O:34][C@:5]2([C@:22]3([CH3:23])[C@H:8]([C@H:9]4[C@H:19]([CH2:20][CH2:21]3)[C@:17]3([CH3:18])[C@H:12]([CH2:13][C@@H:14]([O:24][C:25](=[O:32])[C:26]5[CH:31]=[CH:30][CH:29]=[CH:28][CH:27]=5)[CH2:15][CH2:16]3)[CH2:11][C:10]4=[O:33])[CH2:7][CH2:6]2)[CH:3]([CH3:4])[O:2]1.C([BH-](C(CC)C)C(CC)C)(CC)C.[Li+].[OH-].[Na+].OO. Given the product [CH2:1]1[CH2:35][O:34][C@:5]2([C@:22]3([CH3:23])[C@H:8]([C@H:9]4[C@H:19]([CH2:20][CH2:21]3)[C@:17]3([CH3:18])[C@H:12]([CH2:13][C@@H:14]([O:24][C:25](=[O:32])[C:26]5[CH:27]=[CH:28][CH:29]=[CH:30][CH:31]=5)[CH2:15][CH2:16]3)[CH2:11][C@H:10]4[OH:33])[CH2:7][CH2:6]2)[CH:3]([CH3:4])[O:2]1, predict the reactants needed to synthesize it. (2) Given the product [N:33]1([CH2:32][CH2:31][O:21][C:17]2[CH:18]=[C:19]3[C:14](=[CH:15][CH:16]=2)[NH:13][C:12]([C:11]2[C:2](=[O:40])[NH:3][C:4]4[C:9]([CH:10]=2)=[CH:8][CH:7]=[CH:6][CH:5]=4)=[CH:20]3)[CH2:38][CH2:37][CH2:36][CH2:35][CH2:34]1, predict the reactants needed to synthesize it. The reactants are: Cl[C:2]1[C:11]([C:12]2[N:13](C(OC(C)(C)C)=O)[C:14]3[C:19]([CH:20]=2)=[CH:18][C:17]([OH:21])=[CH:16][CH:15]=3)=[CH:10][C:9]2[C:4](=[CH:5][CH:6]=[CH:7][CH:8]=2)[N:3]=1.Cl.Cl[CH2:31][CH2:32][N:33]1[CH2:38][CH2:37][CH2:36][CH2:35][CH2:34]1.C(=O)([O-])[O-:40].[Cs+].[Cs+]. (3) Given the product [CH3:32][N:34]([CH:37]=[N:29][S:28]([C:25]1[CH:24]=[CH:23][C:22]([C:9]2[C:8]([CH3:7])=[C:12]([N:13]3[CH2:14][CH2:15][O:16][CH2:17][CH2:18]3)[S:11][C:10]=2[C:19]([N:40]([O:5][CH3:1])[CH3:39])=[O:21])=[CH:27][CH:26]=1)(=[O:30])=[O:31])[CH3:35], predict the reactants needed to synthesize it. The reactants are: [C:1](Cl)(=[O:5])C(Cl)=O.[CH3:7][C:8]1[C:9]([C:22]2[CH:27]=[CH:26][C:25]([S:28](=[O:31])(=[O:30])[NH2:29])=[CH:24][CH:23]=2)=[C:10]([C:19]([OH:21])=O)[S:11][C:12]=1[N:13]1[CH2:18][CH2:17][O:16][CH2:15][CH2:14]1.[CH2:32]([N:34]([CH2:37]C)[CH2:35]C)C.[CH3:39][N:40](C=O)C. (4) Given the product [CH2:27]([O:26][C:24](=[O:25])[NH:1][CH2:2][C@@H:3]1[CH2:8][CH2:7][CH2:6][N:5]([C:9]([O:11][C:12]([CH3:15])([CH3:14])[CH3:13])=[O:10])[CH2:4]1)[C:28]1[CH:33]=[CH:32][CH:31]=[CH:30][CH:29]=1, predict the reactants needed to synthesize it. The reactants are: [NH2:1][CH2:2][C@@H:3]1[CH2:8][CH2:7][CH2:6][N:5]([C:9]([O:11][C:12]([CH3:15])([CH3:14])[CH3:13])=[O:10])[CH2:4]1.C(N(CC)CC)C.Cl[C:24]([O:26][CH2:27][C:28]1[CH:33]=[CH:32][CH:31]=[CH:30][CH:29]=1)=[O:25]. (5) Given the product [CH2:1]([N:5]([CH2:11][C:12](=[O:14])[CH3:13])[CH2:6][CH:7]([CH3:9])[CH3:8])[CH:2]([CH3:4])[CH3:3], predict the reactants needed to synthesize it. The reactants are: [CH2:1]([NH:5][CH2:6][CH:7]([CH3:9])[CH3:8])[CH:2]([CH3:4])[CH3:3].Cl[CH2:11][C:12](=[O:14])[CH3:13]. (6) Given the product [C:31]([N:1]1[CH:5]=[C:4]([CH2:6][CH:7]2[CH2:16][CH2:15][C:14]3[C:9](=[CH:10][CH:11]=[CH:12][CH:13]=3)[C:8]2=[O:17])[N:3]=[CH:2]1)([C:25]1[CH:30]=[CH:29][CH:28]=[CH:27][CH:26]=1)([C:38]1[CH:39]=[CH:40][CH:41]=[CH:42][CH:43]=1)[C:32]1[CH:33]=[CH:34][CH:35]=[CH:36][CH:37]=1, predict the reactants needed to synthesize it. The reactants are: [NH:1]1[CH:5]=[C:4]([CH2:6][CH:7]2[CH2:16][CH2:15][C:14]3[C:9](=[CH:10][CH:11]=[CH:12][CH:13]=3)[C:8]2=[O:17])[N:3]=[CH:2]1.C(N(CC)CC)C.[C:25]1([C:31](Cl)([C:38]2[CH:43]=[CH:42][CH:41]=[CH:40][CH:39]=2)[C:32]2[CH:37]=[CH:36][CH:35]=[CH:34][CH:33]=2)[CH:30]=[CH:29][CH:28]=[CH:27][CH:26]=1.